Dataset: Catalyst prediction with 721,799 reactions and 888 catalyst types from USPTO. Task: Predict which catalyst facilitates the given reaction. (1) Reactant: [CH2:1]([N:5]1[C:9]2[CH:10]=[C:11]([NH2:14])[CH:12]=[CH:13][C:8]=2[N:7]=[CH:6]1)[CH:2]([CH3:4])[CH3:3].[Br:15]Br.N.CO.C(Cl)Cl. Product: [CH2:1]([N:5]1[C:9]2[C:10]([Br:15])=[C:11]([NH2:14])[CH:12]=[CH:13][C:8]=2[N:7]=[CH:6]1)[CH:2]([CH3:4])[CH3:3]. The catalyst class is: 52. (2) Reactant: Cl[C:2]1[N:7]=[CH:6][NH:5][C:4]2=[N:8][CH:9]=[CH:10][C:3]=12.[CH2:11]([N:18]1[CH2:23][CH2:22][CH:21]([CH3:24])[CH:20]([NH:25][CH3:26])[CH2:19]1)[C:12]1[CH:17]=[CH:16][CH:15]=[CH:14][CH:13]=1. Product: [CH2:11]([N:18]1[CH2:23][CH2:22][CH:21]([CH3:24])[CH:20]([N:25]([CH3:26])[C:2]2[C:3]3[CH:10]=[CH:9][NH:8][C:4]=3[N:5]=[CH:6][N:7]=2)[CH2:19]1)[C:12]1[CH:13]=[CH:14][CH:15]=[CH:16][CH:17]=1. The catalyst class is: 66. (3) Reactant: Cl[C:2]1[N:7]=[CH:6][NH:5][C:4]2=[N:8][CH:9]=[CH:10][C:3]=12.[CH3:11][C:12]1[O:16][N:15]=[C:14]([CH2:17][NH2:18])[CH:13]=1.CCN(C(C)C)C(C)C. Product: [CH3:11][C:12]1[O:16][N:15]=[C:14]([CH2:17][NH:18][C:2]2[C:3]3[CH:10]=[CH:9][NH:8][C:4]=3[N:5]=[CH:6][N:7]=2)[CH:13]=1. The catalyst class is: 51. (4) Reactant: [Br:1][C:2]1[CH:7]=[CH:6][C:5]([C@:8]2([C:29]([F:32])([F:31])[F:30])[C:19]#[C:18][CH2:17][O:16][C:15](=[O:20])[CH2:14][C@@H:13]([C:21]([NH2:23])=O)[NH:12][C:11](=[O:24])[C@H:10]([CH2:25][CH:26]([CH3:28])[CH3:27])[NH:9]2)=[CH:4][CH:3]=1.N1C=CC=CC=1.C(OC(C(F)(F)F)=O)(C(F)(F)F)=O. Product: [Br:1][C:2]1[CH:7]=[CH:6][C:5]([C@:8]2([C:29]([F:30])([F:31])[F:32])[C:19]#[C:18][CH2:17][O:16][C:15](=[O:20])[CH2:14][C@@H:13]([C:21]#[N:23])[NH:12][C:11](=[O:24])[C@H:10]([CH2:25][CH:26]([CH3:28])[CH3:27])[NH:9]2)=[CH:4][CH:3]=1. The catalyst class is: 12. (5) Reactant: [CH:1]1([O:7][CH2:8][CH2:9][CH2:10]O)[CH2:6][CH2:5][CH2:4][CH2:3][CH2:2]1.C(N(CC)CC)C.[C:19]1([CH3:29])[CH:24]=[CH:23][C:22]([S:25](Cl)(=[O:27])=[O:26])=[CH:21][CH:20]=1.[OH2:30]. Product: [CH:1]1([O:7][CH2:8][CH2:9][CH2:10][C:23]2[CH:24]=[C:19]([CH3:29])[CH:20]=[CH:21][C:22]=2[S:25]([OH:30])(=[O:27])=[O:26])[CH2:6][CH2:5][CH2:4][CH2:3][CH2:2]1. The catalyst class is: 112. (6) Reactant: [F:1][C:2]([F:7])([F:6])[C:3]([NH2:5])=[O:4].CC(C)([O-])C.[Na+].BrN1C(C)(C)C(=O)N(Br)C1=O.[F:25][C:26]1[C:27]([C:43]2[CH:48]=[CH:47][C:46]([F:49])=[CH:45][C:44]=2[O:50][CH3:51])=[CH:28][C:29]([NH:32][C:33]2[CH:38]=[C:37]([CH2:39][S:40][CH3:41])[CH:36]=[C:35]([CH3:42])[N:34]=2)=[N:30][CH:31]=1.S([O-])([O-])=O.[Na+].[Na+]. Product: [F:1][C:2]([F:7])([F:6])[C:3]([N:5]=[S:40]([CH2:39][C:37]1[CH:36]=[C:35]([CH3:42])[N:34]=[C:33]([NH:32][C:29]2[CH:28]=[C:27]([C:43]3[CH:48]=[CH:47][C:46]([F:49])=[CH:45][C:44]=3[O:50][CH3:51])[C:26]([F:25])=[CH:31][N:30]=2)[CH:38]=1)[CH3:41])=[O:4]. The catalyst class is: 182.